From a dataset of NCI-60 drug combinations with 297,098 pairs across 59 cell lines. Regression. Given two drug SMILES strings and cell line genomic features, predict the synergy score measuring deviation from expected non-interaction effect. Drug 1: C1CC(C1)(C(=O)O)C(=O)O.[NH2-].[NH2-].[Pt+2]. Drug 2: C1CN(P(=O)(OC1)NCCCl)CCCl. Cell line: HOP-92. Synergy scores: CSS=13.5, Synergy_ZIP=-4.41, Synergy_Bliss=1.49, Synergy_Loewe=-7.92, Synergy_HSA=0.924.